Dataset: Forward reaction prediction with 1.9M reactions from USPTO patents (1976-2016). Task: Predict the product of the given reaction. (1) Given the reactants [S:1]([OH:11])(=[O:10])([C:3]1[CH:8]=[CH:7][C:6]([NH2:9])=[CH:5][CH:4]=1)=[O:2].C([O-])(=O)C.[Na+].[NH2:17][C:18]1[N:22]([C:23]2[CH:28]=[CH:27][C:26]([Cl:29])=[CH:25][CH:24]=2)[N:21]=[CH:20][CH:19]=1.C([N:32](CC)CC)C.Cl, predict the reaction product. The product is: [NH2:17][C:18]1[N:22]([C:23]2[CH:24]=[CH:25][C:26]([Cl:29])=[CH:27][CH:28]=2)[N:21]=[CH:20][C:19]=1[N:32]=[N:9][C:6]1[CH:5]=[CH:4][C:3]([S:1]([OH:11])(=[O:10])=[O:2])=[CH:8][CH:7]=1. (2) Given the reactants [Br:1][C:2]1[CH:3]=[N:4][C:5]2[N:6]([N:8]=[CH:9][C:10]=2[C:11]2[C:20]3[C:15](=[CH:16][CH:17]=[CH:18][CH:19]=3)[N:14]=[CH:13][CH:12]=2)[CH:7]=1.C1C=C(Cl)C=C(C(OO)=[O:29])C=1, predict the reaction product. The product is: [Br:1][C:2]1[CH:3]=[N:4][C:5]2[N:6]([N:8]=[CH:9][C:10]=2[C:11]2[C:20]3[C:15](=[CH:16][CH:17]=[CH:18][CH:19]=3)[N+:14]([O-:29])=[CH:13][CH:12]=2)[CH:7]=1. (3) Given the reactants [H-].[Na+].[Cl:3][C:4]1[CH:9]=[CH:8][C:7]([CH:10]([OH:24])[CH:11]2[CH2:16][CH2:15][N:14]([C:17]([O:19][C:20]([CH3:23])([CH3:22])[CH3:21])=[O:18])[CH2:13][CH2:12]2)=[CH:6][CH:5]=1.[CH3:25]I, predict the reaction product. The product is: [Cl:3][C:4]1[CH:5]=[CH:6][C:7]([CH:10]([O:24][CH3:25])[CH:11]2[CH2:12][CH2:13][N:14]([C:17]([O:19][C:20]([CH3:21])([CH3:23])[CH3:22])=[O:18])[CH2:15][CH2:16]2)=[CH:8][CH:9]=1.